From a dataset of Full USPTO retrosynthesis dataset with 1.9M reactions from patents (1976-2016). Predict the reactants needed to synthesize the given product. (1) Given the product [O:17]=[C:8]1[N:7]([CH:4]2[CH2:5][CH2:6][N:1]([CH:19]3[CH2:24][CH2:23][N:22]([C:25]([O:27][CH2:28][CH3:29])=[O:26])[CH2:21][CH2:20]3)[CH2:2][CH2:3]2)[C@@H:16]2[C@H:11]([CH2:12][CH2:13][CH2:14][CH2:15]2)[O:10][CH2:9]1, predict the reactants needed to synthesize it. The reactants are: [NH:1]1[CH2:6][CH2:5][CH:4]([N:7]2[C@@H:16]3[C@H:11]([CH2:12][CH2:13][CH2:14][CH2:15]3)[O:10][CH2:9][C:8]2=[O:17])[CH2:3][CH2:2]1.O=[C:19]1[CH2:24][CH2:23][N:22]([C:25]([O:27][CH2:28][CH3:29])=[O:26])[CH2:21][CH2:20]1.C(N(CC)CC)C.C(O[BH-](OC(=O)C)OC(=O)C)(=O)C.[Na+].C([O-])(O)=O.[Na+]. (2) Given the product [N:1]1([CH2:8][CH2:9][CH2:10][NH2:11])[CH2:7][CH2:6][CH2:5][CH2:4][CH2:3][CH2:2]1, predict the reactants needed to synthesize it. The reactants are: [N:1]1([CH2:8][CH2:9][CH2:10][N:11]2C(=O)C3C(=CC=CC=3)C2=O)[CH2:7][CH2:6][CH2:5][CH2:4][CH2:3][CH2:2]1.NN.C(O)(C(F)(F)F)=O. (3) Given the product [Br:1][C:2]1[CH:7]=[N:6][C:5]([C:8]([N:22]2[CH2:23][CH2:24][N:19]([C:13]3[C:12]([CH3:11])=[CH:17][C:16]([CH3:18])=[CH:15][N:14]=3)[CH2:20][CH2:21]2)=[O:10])=[N:4][CH:3]=1, predict the reactants needed to synthesize it. The reactants are: [Br:1][C:2]1[CH:3]=[N:4][C:5]([C:8]([OH:10])=O)=[N:6][CH:7]=1.[CH3:11][C:12]1[C:13]([N:19]2[CH2:24][CH2:23][NH:22][CH2:21][CH2:20]2)=[N:14][CH:15]=[C:16]([CH3:18])[CH:17]=1. (4) The reactants are: [CH2:1]([O:8][C:9]1[CH:10]=[C:11]([C:15]2[C:28](=[O:29])[N:27]([CH2:30][CH2:31][O:32][CH3:33])[C:18]3[N:19]=[C:20](S(C)=O)[N:21]=[C:22]([CH3:23])[C:17]=3[CH:16]=2)[CH:12]=[CH:13][CH:14]=1)[C:2]1[CH:7]=[CH:6][CH:5]=[CH:4][CH:3]=1.C(N(CC)CC)C.Cl.[CH3:42][O:43][C:44]([C:46]1[N:47]([CH3:52])[CH:48]=[C:49]([NH2:51])[CH:50]=1)=[O:45]. Given the product [CH3:42][O:43][C:44]([C:46]1[N:47]([CH3:52])[CH:48]=[C:49]([NH:51][C:20]2[N:21]=[C:22]([CH3:23])[C:17]3[CH:16]=[C:15]([C:11]4[CH:12]=[CH:13][CH:14]=[C:9]([O:8][CH2:1][C:2]5[CH:7]=[CH:6][CH:5]=[CH:4][CH:3]=5)[CH:10]=4)[C:28](=[O:29])[N:27]([CH2:30][CH2:31][O:32][CH3:33])[C:18]=3[N:19]=2)[CH:50]=1)=[O:45], predict the reactants needed to synthesize it. (5) Given the product [CH2:1]([N:5]([CH2:21][CH:22]([CH3:24])[CH3:23])[C:6]1[CH:11]=[CH:10][C:9]([C:12]2([CH2:26][C:25]([OH:29])=[O:42])[CH2:14][CH2:13]2)=[CH:8][C:7]=1[N+:18]([O-:20])=[O:19])[CH:2]([CH3:4])[CH3:3], predict the reactants needed to synthesize it. The reactants are: [CH2:1]([N:5]([CH2:21][CH:22]([CH3:24])[CH3:23])[C:6]1[CH:11]=[CH:10][C:9]([C:12]2(C(O)=O)[CH2:14][CH2:13]2)=[CH:8][C:7]=1[N+:18]([O-:20])=[O:19])[CH:2]([CH3:4])[CH3:3].[C:25](Cl)(=[O:29])[C:26](Cl)=O.C[Si](C=[N+]=[N-])(C)C.CN(C=[O:42])C. (6) Given the product [Cl:6][C:7]1[CH:8]=[CH:9][C:10]2[O:14][C:13]([CH:20]=[O:21])=[C:12]([CH3:15])[C:11]=2[CH:16]=1, predict the reactants needed to synthesize it. The reactants are: C([Li])CCC.[Cl:6][C:7]1[CH:8]=[CH:9][C:10]2[O:14][CH:13]=[C:12]([CH3:15])[C:11]=2[CH:16]=1.CN([CH:20]=[O:21])C.